This data is from Full USPTO retrosynthesis dataset with 1.9M reactions from patents (1976-2016). The task is: Predict the reactants needed to synthesize the given product. (1) Given the product [F:57][C:53]1[CH:54]=[CH:55][CH:56]=[C:48]2[C:49]=1[C:50](=[O:51])[N:29]1[C:28]([NH:6][C:5]3[CH:7]=[CH:8][C:9]([N:11]4[CH2:16][CH2:15][CH:14]([N:17]5[CH2:18][CH2:19][N:20]([S:23]([CH3:26])(=[O:25])=[O:24])[CH2:21][CH2:22]5)[CH2:13][CH2:12]4)=[CH:10][C:4]=3[O:3][CH3:2])=[N:33][C:32]3[N:34]([S:37]([C:40]4[CH:41]=[CH:42][C:43]([CH3:46])=[CH:44][CH:45]=4)(=[O:38])=[O:39])[CH:35]=[CH:36][C:31]=3[C:30]1=[N:47]2, predict the reactants needed to synthesize it. The reactants are: Cl.[CH3:2][O:3][C:4]1[CH:10]=[C:9]([N:11]2[CH2:16][CH2:15][CH:14]([N:17]3[CH2:22][CH2:21][N:20]([S:23]([CH3:26])(=[O:25])=[O:24])[CH2:19][CH2:18]3)[CH2:13][CH2:12]2)[CH:8]=[CH:7][C:5]=1[NH2:6].Cl[C:28]1[N:29]=[C:30]([NH:47][C:48]2[CH:56]=[CH:55][CH:54]=[C:53]([F:57])[C:49]=2[C:50](N)=[O:51])[C:31]2[CH:36]=[CH:35][N:34]([S:37]([C:40]3[CH:45]=[CH:44][C:43]([CH3:46])=[CH:42][CH:41]=3)(=[O:39])=[O:38])[C:32]=2[N:33]=1.Cl.O1CCOCC1.C([O-])(O)=O.[Na+]. (2) Given the product [Br:10][C:11]1[CH:20]=[N:19][C:18]2[N:17]=[C:16]([N:31]3[CH2:34][CH:33]([N:35]([CH3:43])[C:36](=[O:42])[O:37][C:38]([CH3:39])([CH3:40])[CH3:41])[CH2:32]3)[N:15]3[N:22]=[CH:23][CH:24]=[C:14]3[C:13]=2[CH:12]=1, predict the reactants needed to synthesize it. The reactants are: CCN(C(C)C)C(C)C.[Br:10][C:11]1[CH:20]=[N:19][C:18]2[N:17]=[C:16](O)[N:15]3[N:22]=[CH:23][CH:24]=[C:14]3[C:13]=2[CH:12]=1.O=P(Cl)(Cl)Cl.Cl.[NH:31]1[CH2:34][CH:33]([N:35]([CH3:43])[C:36](=[O:42])[O:37][C:38]([CH3:41])([CH3:40])[CH3:39])[CH2:32]1.